This data is from Full USPTO retrosynthesis dataset with 1.9M reactions from patents (1976-2016). The task is: Predict the reactants needed to synthesize the given product. (1) Given the product [CH3:13][S:14]([N:17]1[CH2:22][CH2:21][N:20]([C:2]2[CH:9]=[CH:8][C:5]([CH:6]=[O:7])=[C:4]([N+:10]([O-:12])=[O:11])[CH:3]=2)[CH2:19][CH2:18]1)(=[O:16])=[O:15], predict the reactants needed to synthesize it. The reactants are: F[C:2]1[CH:9]=[CH:8][C:5]([CH:6]=[O:7])=[C:4]([N+:10]([O-:12])=[O:11])[CH:3]=1.[CH3:13][S:14]([N:17]1[CH2:22][CH2:21][NH:20][CH2:19][CH2:18]1)(=[O:16])=[O:15].O. (2) The reactants are: C1(N)C(F)=C(F)C(F)=C(N)C=1F.Cl.Cl.[NH:15]1[CH2:20][CH2:19][CH:18]([N:21]2[CH2:25][CH2:24][N:23]([CH2:26][CH2:27][CH2:28][N:29]3[CH2:34][CH2:33][CH2:32][CH2:31][CH2:30]3)[C:22]2=[C:35]([C:38]#[N:39])[C:36]#[N:37])[CH2:17][CH2:16]1.Cl.CN(C)CCCN=C=NCC.O.ON1C2C=CC=CC=2N=N1.[CH:63]1([C:66](O)=[O:67])[CH2:65][CH2:64]1.C(N(C(C)C)CC)(C)C.C(=O)([O-])[O-].[Na+].[Na+]. Given the product [CH:63]1([C:66]([N:15]2[CH2:20][CH2:19][CH:18]([N:21]3[CH2:25][CH2:24][N:23]([CH2:26][CH2:27][CH2:28][N:29]4[CH2:34][CH2:33][CH2:32][CH2:31][CH2:30]4)[C:22]3=[C:35]([C:36]#[N:37])[C:38]#[N:39])[CH2:17][CH2:16]2)=[O:67])[CH2:65][CH2:64]1, predict the reactants needed to synthesize it. (3) The reactants are: [CH:1]([C:3]1[CH:25]=[CH:24][C:6]([O:7][CH2:8][CH2:9][CH2:10][O:11][N:12]=[CH:13][C:14]2[CH:19]=[CH:18][C:17]([C:20]([CH3:23])([CH3:22])[CH3:21])=[CH:16][CH:15]=2)=[CH:5][CH:4]=1)=[O:2].[BH4-].[Na+]. Given the product [OH:2][CH2:1][C:3]1[CH:4]=[CH:5][C:6]([O:7][CH2:8][CH2:9][CH2:10][O:11][N:12]=[CH:13][C:14]2[CH:15]=[CH:16][C:17]([C:20]([CH3:21])([CH3:23])[CH3:22])=[CH:18][CH:19]=2)=[CH:24][CH:25]=1, predict the reactants needed to synthesize it. (4) Given the product [CH3:1][O:2][C:3]1[CH:4]=[C:5]([C:9]2[S:11][CH:13]=[C:14]([C:15]([F:18])([F:17])[F:16])[N:10]=2)[CH:6]=[CH:7][CH:8]=1, predict the reactants needed to synthesize it. The reactants are: [CH3:1][O:2][C:3]1[CH:4]=[C:5]([C:9](=[S:11])[NH2:10])[CH:6]=[CH:7][CH:8]=1.Br[CH2:13][C:14](=O)[C:15]([F:18])([F:17])[F:16]. (5) Given the product [CH3:1][O:2][CH2:3][CH2:4][O:5][C:6]1[CH:7]=[C:8]2[C:12](=[C:13]([N+:15]([O-:17])=[O:16])[CH:14]=1)[N:11]([C:23]([O:24][C:25]([CH3:28])([CH3:27])[CH3:26])=[O:29])[C:10]([C:18]([O:20][CH2:21][CH3:22])=[O:19])=[CH:9]2, predict the reactants needed to synthesize it. The reactants are: [CH3:1][O:2][CH2:3][CH2:4][O:5][C:6]1[CH:7]=[C:8]2[C:12](=[C:13]([N+:15]([O-:17])=[O:16])[CH:14]=1)[NH:11][C:10]([C:18]([O:20][CH2:21][CH3:22])=[O:19])=[CH:9]2.[C:23](=O)([OH:29])[O:24][C:25]([CH3:28])([CH3:27])[CH3:26].O1CCCC1.